Dataset: Reaction yield outcomes from USPTO patents with 853,638 reactions. Task: Predict the reaction yield, written as a fraction of the theoretical maximum amount of product (1.0 means a 100% yield; for example, 0.34 means a 34% yield). (1) The yield is 0.180. The reactants are [NH2:1][CH2:2][C@@H:3]([N:5]1[CH:9]=[CH:8][C:7]([C:10]2[CH:17]=[CH:16][C:13]([C:14]#[N:15])=[C:12]([Cl:18])[CH:11]=2)=[N:6]1)[CH3:4].[C:19]([C:22]1[CH:26]=[C:25]([C:27](O)=[O:28])[NH:24][N:23]=1)(=[O:21])[CH3:20]. No catalyst specified. The product is [C:19]([C:22]1[CH:26]=[C:25]([C:27]([NH:1][CH2:2][C@@H:3]([N:5]2[CH:9]=[CH:8][C:7]([C:10]3[CH:17]=[CH:16][C:13]([C:14]#[N:15])=[C:12]([Cl:18])[CH:11]=3)=[N:6]2)[CH3:4])=[O:28])[NH:24][N:23]=1)(=[O:21])[CH3:20]. (2) The yield is 0.920. The catalyst is C1COCC1. The reactants are [Br:1][C:2]1[CH:7]=[CH:6][C:5]([C:8](=[O:13])[C:9]([F:12])([F:11])[F:10])=[CH:4][CH:3]=1.[BH4-].[Na+].C(Cl)Cl. The product is [Br:1][C:2]1[CH:7]=[CH:6][C:5]([CH:8]([OH:13])[C:9]([F:11])([F:12])[F:10])=[CH:4][CH:3]=1. (3) The yield is 0.270. The reactants are [CH3:1][C:2]1[CH:7]=[C:6]([CH3:8])[NH:5][C:4](=[O:9])[C:3]=1[CH2:10][NH:11][C:12]([C:14]1[C:15]2[CH:38]=[N:37][N:36]([CH:39]([CH3:41])[CH3:40])[C:16]=2[N:17]=[C:18]([C:20]2[CH2:21][CH2:22][N:23]([CH:26]3[CH2:31][CH2:30][N:29]([S:32]([CH3:35])(=[O:34])=[O:33])[CH2:28][CH2:27]3)[CH2:24][CH:25]=2)[CH:19]=1)=[O:13]. The catalyst is CCO.[Pd]. The product is [CH3:1][C:2]1[CH:7]=[C:6]([CH3:8])[NH:5][C:4](=[O:9])[C:3]=1[CH2:10][NH:11][C:12]([C:14]1[C:15]2[CH:38]=[N:37][N:36]([CH:39]([CH3:41])[CH3:40])[C:16]=2[N:17]=[C:18]([CH:20]2[CH2:21][CH2:22][N:23]([CH:26]3[CH2:27][CH2:28][N:29]([S:32]([CH3:35])(=[O:33])=[O:34])[CH2:30][CH2:31]3)[CH2:24][CH2:25]2)[CH:19]=1)=[O:13]. (4) The reactants are [NH:1](/[C:8](/[NH:21][CH:22]([CH3:24])[CH3:23])=[CH:9]\[C:10]([C:12]1[C:13](Cl)=[N:14][C:15]([Cl:19])=[C:16]([F:18])[CH:17]=1)=[O:11])[C:2]1[CH:7]=[CH:6][CH:5]=[CH:4][CH:3]=1.[H-].[Na+]. The catalyst is CN(C=O)C.O. The product is [Cl:19][C:15]1[N:14]=[C:13]2[C:12]([C:10](=[O:11])[CH:9]=[C:8]([NH:21][CH:22]([CH3:24])[CH3:23])[N:1]2[C:2]2[CH:7]=[CH:6][CH:5]=[CH:4][CH:3]=2)=[CH:17][C:16]=1[F:18]. The yield is 0.640. (5) The reactants are [OH:1][CH:2]1[CH2:7][CH2:6][NH:5][CH2:4][CH2:3]1.Cl[C:9]1[C:18]2[C:13](=[CH:14][C:15]([O:21][CH3:22])=[C:16]([O:19][CH3:20])[CH:17]=2)[N:12]=[CH:11][N:10]=1. The catalyst is C(O)(C)C. The product is [CH3:20][O:19][C:16]1[CH:17]=[C:18]2[C:13](=[CH:14][C:15]=1[O:21][CH3:22])[N:12]=[CH:11][N:10]=[C:9]2[N:5]1[CH2:6][CH2:7][CH:2]([OH:1])[CH2:3][CH2:4]1. The yield is 0.520.